Dataset: Catalyst prediction with 721,799 reactions and 888 catalyst types from USPTO. Task: Predict which catalyst facilitates the given reaction. (1) Reactant: I[C:2]1[CH:3]=[C:4]([CH:13]=[CH:14][CH:15]=1)[O:5][Si:6]([C:9]([CH3:12])([CH3:11])[CH3:10])([CH3:8])[CH3:7].C([Mg]Cl)(C)C.[CH:21]([C:23]1[CH:35]=[CH:34][C:26]([C:27]([N:29]([CH2:32][CH3:33])[CH2:30][CH3:31])=[O:28])=[CH:25][CH:24]=1)=[O:22]. Product: [Si:6]([O:5][C:4]1[CH:3]=[C:2]([CH:21]([OH:22])[C:23]2[CH:24]=[CH:25][C:26]([C:27]([N:29]([CH2:30][CH3:31])[CH2:32][CH3:33])=[O:28])=[CH:34][CH:35]=2)[CH:15]=[CH:14][CH:13]=1)([C:9]([CH3:12])([CH3:11])[CH3:10])([CH3:8])[CH3:7]. The catalyst class is: 7. (2) Reactant: [CH2:1]([CH:5]1[CH2:13][C:12]2[C:7](=[CH:8][CH:9]=[C:10]([O:15][CH3:16])[C:11]=2[CH3:14])[C:6]1=[O:17])[CH2:2][CH2:3][CH3:4].[CH:18]([C:20]([CH2:22][CH3:23])=[O:21])=[CH2:19].N12CCCN=C1CCCCC2. Product: [CH2:1]([C:5]1([CH2:19][CH2:18][C:20](=[O:21])[CH2:22][CH3:23])[CH2:13][C:12]2[C:7](=[CH:8][CH:9]=[C:10]([O:15][CH3:16])[C:11]=2[CH3:14])[C:6]1=[O:17])[CH2:2][CH2:3][CH3:4]. The catalyst class is: 765. (3) Reactant: [NH2:1][C:2]1[N:3]=[C:4]2[C:13]3[C:7]([CH2:8][CH:9]([C:14]([NH:16][CH2:17][CH2:18]Cl)=[O:15])[S:10][C:11]=3[N:12]=1)=[N:6][N:5]2[CH2:20][C:21]1[C:26]([CH3:27])=[C:25]([O:28][CH3:29])[C:24]([CH3:30])=[CH:23][N:22]=1.[CH2:31]([NH2:35])[CH:32]([CH3:34])[CH3:33]. Product: [NH2:1][C:2]1[N:3]=[C:4]2[C:13]3[C:7]([CH2:8][CH:9]([C:14]([NH:16][CH2:17][CH2:18][NH:35][CH2:31][CH:32]([CH3:34])[CH3:33])=[O:15])[S:10][C:11]=3[N:12]=1)=[N:6][N:5]2[CH2:20][C:21]1[C:26]([CH3:27])=[C:25]([O:28][CH3:29])[C:24]([CH3:30])=[CH:23][N:22]=1. The catalyst class is: 12.